Dataset: Catalyst prediction with 721,799 reactions and 888 catalyst types from USPTO. Task: Predict which catalyst facilitates the given reaction. Reactant: C1(P(C2C=CC=CC=2)C2C=CC=CC=2)C=CC=CC=1.CCOC(/N=N/C(OCC)=O)=O.[S:32]1[CH2:35][CH:34](O)[CH2:33]1.[C:37]([O:41][C:42](=[O:50])[NH:43][CH:44]1[CH2:48][O:47][NH:46][C:45]1=[O:49])([CH3:40])([CH3:39])[CH3:38]. Product: [C:37]([O:41][C:42](=[O:50])[NH:43][C@@H:44]1[CH2:48][O:47][N:46]([CH:34]2[CH2:35][S:32][CH2:33]2)[C:45]1=[O:49])([CH3:40])([CH3:38])[CH3:39]. The catalyst class is: 1.